The task is: Regression. Given a peptide amino acid sequence and an MHC pseudo amino acid sequence, predict their binding affinity value. This is MHC class II binding data.. This data is from Peptide-MHC class II binding affinity with 134,281 pairs from IEDB. (1) The peptide sequence is SRSFLKHSLLRTQRL. The MHC is DRB1_0701 with pseudo-sequence DRB1_0701. The binding affinity (normalized) is 0.700. (2) The peptide sequence is AFHVAATAANAAPAN. The MHC is HLA-DPA10103-DPB10301 with pseudo-sequence HLA-DPA10103-DPB10301. The binding affinity (normalized) is 0.486. (3) The peptide sequence is AFLLDGDNLFPKV. The MHC is HLA-DQA10501-DQB10201 with pseudo-sequence HLA-DQA10501-DQB10201. The binding affinity (normalized) is 0.622.